This data is from Experimentally validated miRNA-target interactions with 360,000+ pairs, plus equal number of negative samples. The task is: Binary Classification. Given a miRNA mature sequence and a target amino acid sequence, predict their likelihood of interaction. The miRNA is mmu-miR-1942 with sequence UCAGAUGUCUUCAUCUGGUUG. The protein sequence of the target gene is MVDGAMILSVLMMMALPSPSMEDEEPKVNPKLYMCVCEGLSCGNEDHCEGQQCFSSLSVNDGFRVYQKGCFQVYEQGKMTCKTPPSPGQAVECCQGDWCNRNVTARLPTKGKSFPGSQNFHLEVGLIILSVVFAVCLFACILGVALRKFKRRNQERLNPRDVEYGTIEGLITTNVGDSTLAELLDHSCTSGSGSGLPFLVQRTVARQITLLECVGKGRYGEVWRGSWQGENVAVKIFSSRDEKSWFRETELYNTVMLRHENILGFIASDMTSRHSSTQLWLITHYHEMGSLYDYLQLTTL.... Result: 0 (no interaction).